Dataset: Full USPTO retrosynthesis dataset with 1.9M reactions from patents (1976-2016). Task: Predict the reactants needed to synthesize the given product. (1) Given the product [CH3:1][C:2]1[CH:7]=[CH:6][N+:5]([O-:15])=[C:4]([NH:8][C:9](=[O:14])[C:10]([CH3:11])([CH3:13])[CH3:12])[CH:3]=1, predict the reactants needed to synthesize it. The reactants are: [CH3:1][C:2]1[CH:7]=[CH:6][N:5]=[C:4]([NH:8][C:9](=[O:14])[C:10]([CH3:13])([CH3:12])[CH3:11])[CH:3]=1.[OH:15]O. (2) Given the product [C:16]([NH:13][NH:12][C:10]([C:9]1[N:4]2[N:3]=[C:2]([NH2:1])[N:15]=[C:5]2[CH:6]=[C:7]([Br:14])[CH:8]=1)=[O:11])(=[O:20])[CH:17]([CH3:19])[CH3:18], predict the reactants needed to synthesize it. The reactants are: [NH2:1][C:2]1[N:15]=[C:5]2[CH:6]=[C:7]([Br:14])[CH:8]=[C:9]([C:10]([NH:12][NH2:13])=[O:11])[N:4]2[N:3]=1.[C:16](O[C:16](=[O:20])[CH:17]([CH3:19])[CH3:18])(=[O:20])[CH:17]([CH3:19])[CH3:18]. (3) The reactants are: [F:1][C:2]1[CH:10]=[C:9]2[C:5]([C:6]([CH:11]=[O:12])=[CH:7][NH:8]2)=[CH:4][CH:3]=1.[H-].[Na+].[CH3:15][O:16][C:17]1[CH:22]=[CH:21][C:20]([S:23](Cl)(=[O:25])=[O:24])=[CH:19][C:18]=1[N:27]1[CH2:32][CH2:31][N:30]([C:33](=[O:38])[C:34]([Cl:37])([Cl:36])[Cl:35])[CH2:29][CH2:28]1. Given the product [F:1][C:2]1[CH:10]=[C:9]2[C:5]([C:6]([CH:11]=[O:12])=[CH:7][N:8]2[S:23]([C:20]2[CH:21]=[CH:22][C:17]([O:16][CH3:15])=[C:18]([N:27]3[CH2:32][CH2:31][N:30]([C:33](=[O:38])[C:34]([Cl:37])([Cl:35])[Cl:36])[CH2:29][CH2:28]3)[CH:19]=2)(=[O:25])=[O:24])=[CH:4][CH:3]=1, predict the reactants needed to synthesize it. (4) Given the product [Cl:1][C:2]1[CH:3]=[C:4]([NH:5][C@H:13]2[C@H:9]([OH:14])[CH2:10][N:11]([C:15]([O:17][C:18]([CH3:21])([CH3:20])[CH3:19])=[O:16])[CH2:12]2)[CH:6]=[CH:7][CH:8]=1, predict the reactants needed to synthesize it. The reactants are: [Cl:1][C:2]1[CH:3]=[C:4]([CH:6]=[CH:7][CH:8]=1)[NH2:5].[CH:9]12[O:14][CH:13]1[CH2:12][N:11]([C:15]([O:17][C:18]([CH3:21])([CH3:20])[CH3:19])=[O:16])[CH2:10]2. (5) The reactants are: Cl[C:2]1[N:7]=[CH:6][N:5]=[C:4]([NH2:8])[C:3]=1[C:9]1[N:13]=[C:12]([CH3:14])[O:11][N:10]=1.[NH2:15][CH:16]([C:19]1[N:28]([C:29]2[CH:34]=[CH:33][CH:32]=[CH:31][C:30]=2[CH3:35])[C:27](=[O:36])[C:26]2[C:21](=[CH:22][CH:23]=[CH:24][C:25]=2[CH3:37])[N:20]=1)[CH2:17][CH3:18].C(N(CC)C(C)C)(C)C. Given the product [NH2:8][C:4]1[N:5]=[CH:6][N:7]=[C:2]([NH:15][C@H:16]([C:19]2[N:28]([C:29]3[CH:34]=[CH:33][CH:32]=[CH:31][C:30]=3[CH3:35])[C:27](=[O:36])[C:26]3[C:21](=[CH:22][CH:23]=[CH:24][C:25]=3[CH3:37])[N:20]=2)[CH2:17][CH3:18])[C:3]=1[C:9]1[N:13]=[C:12]([CH3:14])[O:11][N:10]=1, predict the reactants needed to synthesize it. (6) The reactants are: [CH2:1]([N:8]1[CH2:14][CH2:13][C:10]2([O:12][CH2:11]2)[CH2:9]1)[C:2]1[CH:7]=[CH:6][CH:5]=[CH:4][CH:3]=1.[NH2:15][C:16]1[CH:21]=[CH:20][CH:19]=[CH:18][CH:17]=1.Cl([O-])(=O)(=O)=O.[Li+]. Given the product [NH:15]([CH2:11][C:10]1([OH:12])[CH2:13][CH2:14][N:8]([CH2:1][C:2]2[CH:7]=[CH:6][CH:5]=[CH:4][CH:3]=2)[CH2:9]1)[C:16]1[CH:21]=[CH:20][CH:19]=[CH:18][CH:17]=1, predict the reactants needed to synthesize it. (7) Given the product [CH3:27][S:28]([O:14][CH2:13][C@@H:11]1[O:10][C:9](=[O:15])[N:8]([CH2:7][CH2:6][O:5][C:4]2[CH:16]=[CH:17][CH:18]=[CH:19][C:3]=2[O:2][CH3:1])[CH2:12]1)(=[O:30])=[O:29], predict the reactants needed to synthesize it. The reactants are: [CH3:1][O:2][C:3]1[CH:19]=[CH:18][CH:17]=[CH:16][C:4]=1[O:5][CH2:6][CH2:7][N:8]1[CH2:12][C@H:11]([CH2:13][OH:14])[O:10][C:9]1=[O:15].C(N(CC)CC)C.[CH3:27][S:28](Cl)(=[O:30])=[O:29]. (8) Given the product [C:18]1([NH:17][C:16]2[C:5]3[CH:4]=[CH:3][C:2](=[O:1])[N:7]([C:8]4[CH:9]=[CH:10][CH:11]=[CH:12][CH:13]=4)[C:6]=3[S:14][CH:15]=2)[CH:19]=[CH:20][CH:21]=[CH:22][CH:23]=1, predict the reactants needed to synthesize it. The reactants are: [O:1]=[C:2]1[N:7]([C:8]2[CH:13]=[CH:12][CH:11]=[CH:10][CH:9]=2)[C:6]2[S:14][C:15](C([O-])=O)=[C:16]([NH:17][C:18]3[CH:23]=[CH:22][CH:21]=[CH:20][CH:19]=3)[C:5]=2[CH:4]=[CH:3]1.[NH4+].Cl. (9) Given the product [Cl:1][C:2]1[CH:3]=[C:4]([CH:8]([OH:13])[CH2:9][N+:10]([O-:12])=[O:11])[CH:5]=[CH:6][CH:7]=1, predict the reactants needed to synthesize it. The reactants are: [Cl:1][C:2]1[CH:3]=[C:4]([CH:8]([O:13][Si](CC)(CC)CC)[CH2:9][N+:10]([O-:12])=[O:11])[CH:5]=[CH:6][CH:7]=1.